From a dataset of Forward reaction prediction with 1.9M reactions from USPTO patents (1976-2016). Predict the product of the given reaction. (1) Given the reactants Cl.[OH:2][CH2:3][CH2:4][O:5][NH:6][C:7]([C:9]1[C:10]([NH:24][C:25]2[CH:30]=[CH:29][C:28]([Br:31])=[CH:27][C:26]=2[F:32])=[CH:11][C:12](=[O:23])[N:13]2[C:17]=1[CH:16]1[O:18]C(C)(C)[O:20][CH:15]1[CH2:14]2)=[O:8], predict the reaction product. The product is: [OH:2][CH2:3][CH2:4][O:5][NH:6][C:7]([C:9]1[C:10]([NH:24][C:25]2[CH:30]=[CH:29][C:28]([Br:31])=[CH:27][C:26]=2[F:32])=[CH:11][C:12](=[O:23])[N:13]2[C:17]=1[CH:16]([OH:18])[CH:15]([OH:20])[CH2:14]2)=[O:8]. (2) Given the reactants [CH3:1][O:2][C:3]1[C:8]2[CH2:9][CH2:10][C:11](=O)[CH2:12][CH2:13][C:7]=2[CH:6]=[CH:5][C:4]=1[N+:15]([O-:17])=[O:16].ClCCCl.[NH:22]1[CH2:27][CH2:26][O:25][CH2:24][CH2:23]1.C(O)(=O)C.C(O[BH-](OC(=O)C)OC(=O)C)(=O)C.[Na+].[OH-].[Na+], predict the reaction product. The product is: [CH3:1][O:2][C:3]1[C:8]2[CH2:9][CH2:10][CH:11]([N:22]3[CH2:27][CH2:26][O:25][CH2:24][CH2:23]3)[CH2:12][CH2:13][C:7]=2[CH:6]=[CH:5][C:4]=1[N+:15]([O-:17])=[O:16]. (3) Given the reactants C(NC(C)C)(C)C.C([Li])CCC.[CH3:13][O:14][C:15](=[O:26])[CH2:16][C:17]1[CH:22]=[CH:21][C:20]([S:23][CH3:24])=[C:19]([Br:25])[CH:18]=1.I[CH2:28][CH:29]1[CH2:33][CH2:32][CH2:31][CH2:30]1, predict the reaction product. The product is: [CH3:13][O:14][C:15](=[O:26])[CH:16]([C:17]1[CH:22]=[CH:21][C:20]([S:23][CH3:24])=[C:19]([Br:25])[CH:18]=1)[CH2:28][CH:29]1[CH2:33][CH2:32][CH2:31][CH2:30]1. (4) The product is: [CH3:34][S:35]([O:26][CH2:25][CH2:24][C:21]1[CH:20]=[CH:19][C:18]([CH2:17][CH2:16][C:13]2[CH:12]=[CH:11][C:10]([N:7]3[CH2:6][CH2:5][N:4]([C:1](=[O:3])[CH3:2])[CH2:9][CH2:8]3)=[CH:15][N:14]=2)=[CH:23][CH:22]=1)(=[O:37])=[O:36]. Given the reactants [C:1]([N:4]1[CH2:9][CH2:8][N:7]([C:10]2[CH:11]=[CH:12][C:13]([CH2:16][CH2:17][C:18]3[CH:23]=[CH:22][C:21]([CH2:24][CH2:25][OH:26])=[CH:20][CH:19]=3)=[N:14][CH:15]=2)[CH2:6][CH2:5]1)(=[O:3])[CH3:2].C(N(CC)CC)C.[CH3:34][S:35](Cl)(=[O:37])=[O:36].O, predict the reaction product. (5) Given the reactants Br[CH2:2][C:3]([O:5][CH3:6])=[O:4].[N:7]1([C@H:13]2[CH2:16][C@H:15]([O:17][C:18]3[CH:23]=[CH:22][C:21]([C:24]4[S:25][C:26]5[CH2:27][NH:28][CH2:29][CH2:30][C:31]=5[N:32]=4)=[CH:20][CH:19]=3)[CH2:14]2)[CH2:12][CH2:11][CH2:10][CH2:9][CH2:8]1.P([O-])([O-])([O-])=O.[K+].[K+].[K+].[I-].[Na+], predict the reaction product. The product is: [CH3:6][O:5][C:3](=[O:4])[CH2:2][N:28]1[CH2:29][CH2:30][C:31]2[N:32]=[C:24]([C:21]3[CH:20]=[CH:19][C:18]([O:17][C@H:15]4[CH2:14][C@H:13]([N:7]5[CH2:12][CH2:11][CH2:10][CH2:9][CH2:8]5)[CH2:16]4)=[CH:23][CH:22]=3)[S:25][C:26]=2[CH2:27]1. (6) Given the reactants [CH:1]([OH:4])([CH3:3])[CH3:2].[OH-].[Na+].Cl[C:8]1[N:13]=[C:12]([NH:14][C:15]2[CH:20]=[CH:19][C:18]([O:21][CH3:22])=[C:17]([Cl:23])[CH:16]=2)[N:11]=[C:10]([NH:24][CH:25]2[CH2:31][CH2:30][CH2:29][CH2:28][CH2:27][CH2:26]2)[N:9]=1, predict the reaction product. The product is: [Cl:23][C:17]1[CH:16]=[C:15]([NH:14][C:12]2[N:11]=[C:10]([NH:24][CH:25]3[CH2:31][CH2:30][CH2:29][CH2:28][CH2:27][CH2:26]3)[N:9]=[C:8]([O:4][CH:1]([CH3:3])[CH3:2])[N:13]=2)[CH:20]=[CH:19][C:18]=1[O:21][CH3:22].